Predict the product of the given reaction. From a dataset of Forward reaction prediction with 1.9M reactions from USPTO patents (1976-2016). Given the reactants [C:1]([C:3]1[N:7](O)[C:6]([C:9]([O:11][CH3:12])=[O:10])=[CH:5][CH:4]=1)#[N:2], predict the reaction product. The product is: [C:1]([C:3]1[NH:7][C:6]([C:9]([O:11][CH3:12])=[O:10])=[CH:5][CH:4]=1)#[N:2].